Dataset: Reaction yield outcomes from USPTO patents with 853,638 reactions. Task: Predict the reaction yield, written as a fraction of the theoretical maximum amount of product (1.0 means a 100% yield; for example, 0.34 means a 34% yield). (1) The reactants are [CH2:1]([N:3]1[C:7]2=[N:8][C:9]([CH2:42][CH3:43])=[C:10]([CH2:19][NH:20][C:21](=[O:41])[CH2:22][C:23]([NH:25][CH2:26][C:27]3[CH:28]=[C:29]([C:33]4[CH:38]=[CH:37][CH:36]=[C:35](C=O)[CH:34]=4)[CH:30]=[CH:31][CH:32]=3)=[O:24])[C:11]([NH:12][CH:13]3[CH2:18][CH2:17][O:16][CH2:15][CH2:14]3)=[C:6]2[CH:5]=[N:4]1)[CH3:2].[CH3:44][N:45]1[CH2:51][CH2:50][CH2:49][NH:48][CH2:47][CH2:46]1.[BH-](OC(C)=O)(OC(C)=O)O[C:54](C)=O.[Na+].CC(O)=O. The catalyst is CS(C)=O. The product is [CH2:1]([N:3]1[C:7]2=[N:8][C:9]([CH2:42][CH3:43])=[C:10]([CH2:19][NH:20][C:21](=[O:41])[CH2:22][C:23]([NH:25][CH2:26][C:27]3[CH:28]=[C:29]([C:33]4[CH:34]=[CH:35][CH:36]=[C:37]([CH2:44][N:45]5[CH2:51][CH2:50][CH2:49][N:48]([CH3:54])[CH2:47][CH2:46]5)[CH:38]=4)[CH:30]=[CH:31][CH:32]=3)=[O:24])[C:11]([NH:12][CH:13]3[CH2:18][CH2:17][O:16][CH2:15][CH2:14]3)=[C:6]2[CH:5]=[N:4]1)[CH3:2]. The yield is 0.620. (2) The reactants are [NH2:1][C:2]1[C:3]([C:12]([NH:14][C@@H:15]([CH:24]2[CH2:29][CH2:28][CH2:27][CH2:26][CH2:25]2)[CH2:16][C:17]([O:19][C:20]([CH3:23])([CH3:22])[CH3:21])=[O:18])=[O:13])=[CH:4][C:5]2[C:10]([CH:11]=1)=[CH:9][CH:8]=[CH:7][CH:6]=2.[N:30]([C:33]1[C:38]([CH3:39])=[CH:37][C:36]([CH3:40])=[CH:35][C:34]=1[CH3:41])=[C:31]=[O:32]. The catalyst is N1C=CC=CC=1. The product is [CH:24]1([C@H:15]([NH:14][C:12]([C:3]2[C:2]([NH:1][C:31]([NH:30][C:33]3[C:34]([CH3:41])=[CH:35][C:36]([CH3:40])=[CH:37][C:38]=3[CH3:39])=[O:32])=[CH:11][C:10]3[C:5](=[CH:6][CH:7]=[CH:8][CH:9]=3)[CH:4]=2)=[O:13])[CH2:16][C:17]([O:19][C:20]([CH3:22])([CH3:23])[CH3:21])=[O:18])[CH2:25][CH2:26][CH2:27][CH2:28][CH2:29]1. The yield is 0.540. (3) The reactants are [CH2:1]([O:5][C:6](=[O:26])[CH2:7][C:8]1[CH:17]=[C:16]2[C:11]([C@@H:12]3[CH2:23][C:22]([CH3:24])=[CH:21][CH2:20][C@H:13]3[C:14]([CH3:19])([CH3:18])[O:15]2)=[C:10]([OH:25])[CH:9]=1)[CH2:2][CH2:3][CH3:4].[C-:27]#[N:28].[Na+]. The catalyst is CS(C)=O. The product is [C:27]([CH2:4][CH2:3][CH2:2][CH2:1][O:5][C:6](=[O:26])[CH2:7][C:8]1[CH:17]=[C:16]2[C:11]([C@@H:12]3[CH2:23][C:22]([CH3:24])=[CH:21][CH2:20][C@H:13]3[C:14]([CH3:18])([CH3:19])[O:15]2)=[C:10]([OH:25])[CH:9]=1)#[N:28]. The yield is 0.680. (4) The reactants are [Cl:1][C:2]1[CH:7]=[CH:6][CH:5]=[CH:4][C:3]=1[C:8]1[C:27](=[O:28])[N:26]([CH2:29][CH2:30][CH:31]2[CH2:36][CH2:35][CH2:34][NH:33][CH2:32]2)[C:11]2[N:12]=[C:13]([NH:16][CH2:17][CH2:18][CH2:19][CH2:20][N:21]([CH2:24][CH3:25])[CH2:22][CH3:23])[N:14]=[CH:15][C:10]=2[CH:9]=1.[C:37](Cl)(=[O:40])[CH:38]=[CH2:39]. The catalyst is C(Cl)Cl. The product is [C:37]([N:33]1[CH2:34][CH2:35][CH2:36][CH:31]([CH2:30][CH2:29][N:26]2[C:11]3[N:12]=[C:13]([NH:16][CH2:17][CH2:18][CH2:19][CH2:20][N:21]([CH2:22][CH3:23])[CH2:24][CH3:25])[N:14]=[CH:15][C:10]=3[CH:9]=[C:8]([C:3]3[CH:4]=[CH:5][CH:6]=[CH:7][C:2]=3[Cl:1])[C:27]2=[O:28])[CH2:32]1)(=[O:40])[CH:38]=[CH2:39]. The yield is 0.0640. (5) The reactants are [CH3:1][O:2][C:3]1[C:8]2[O:9][CH2:10][O:11][C:7]=2[CH:6]=[C:5]([C:12](OC)=[O:13])[CH:4]=1.Cl.C(OCC)(=O)C.CCCCCC. The catalyst is O1CCCC1. The product is [CH3:1][O:2][C:3]1[C:8]2[O:9][CH2:10][O:11][C:7]=2[CH:6]=[C:5]([CH2:12][OH:13])[CH:4]=1. The yield is 0.880. (6) The reactants are [NH2:1][C:2]1[C:3]([N+:9]([O-])=O)=[N:4][CH:5]=[CH:6][C:7]=1[CH3:8]. The catalyst is CO.[Ni]. The product is [NH2:9][C:3]1[C:2]([NH2:1])=[C:7]([CH3:8])[CH:6]=[CH:5][N:4]=1. The yield is 0.930.